This data is from Full USPTO retrosynthesis dataset with 1.9M reactions from patents (1976-2016). The task is: Predict the reactants needed to synthesize the given product. (1) Given the product [F:7][C:8]1[CH:18]=[CH:17][C:11]2[N:12]3[CH:48]=[N:47][C:49]([C:50]([O:52][CH2:53][CH3:54])=[O:51])=[C:13]3[CH2:14][O:15][C:10]=2[C:9]=1[CH2:19][CH2:20][N:21]1[CH2:26][CH2:25][N:24]([C:27]2[CH:36]=[CH:35][CH:34]=[C:33]3[C:28]=2[CH:29]=[CH:30][C:31]([CH3:37])=[N:32]3)[CH2:23][CH2:22]1, predict the reactants needed to synthesize it. The reactants are: CC(C)([O-])C.[K+].[F:7][C:8]1[CH:18]=[CH:17][C:11]2[NH:12][C:13](=O)[CH2:14][O:15][C:10]=2[C:9]=1[CH2:19][CH2:20][N:21]1[CH2:26][CH2:25][N:24]([C:27]2[CH:36]=[CH:35][CH:34]=[C:33]3[C:28]=2[CH:29]=[CH:30][C:31]([CH3:37])=[N:32]3)[CH2:23][CH2:22]1.P(Cl)(OCC)(OCC)=O.[N+:47]([CH2:49][C:50]([O:52][CH2:53][CH3:54])=[O:51])#[C-:48].[K].[O-]CCCC. (2) Given the product [CH:19]([C:7]1[C:8]([F:16])=[C:9]([C:10]([F:13])=[CH:11][CH:12]=1)[C:14]#[N:15])=[CH2:20], predict the reactants needed to synthesize it. The reactants are: FC(F)(F)S(O[C:7]1[CH:12]=[CH:11][C:10]([F:13])=[C:9]([C:14]#[N:15])[C:8]=1[F:16])(=O)=O.[CH2:19](O)[CH3:20]. (3) The reactants are: [CH2:1]([N:3]([CH:29]1[CH2:34][CH2:33][O:32][CH2:31][CH2:30]1)[C:4]1[C:9]2[CH2:10][CH:11]=[CH:12][CH2:13][CH2:14][CH2:15][C:16]3[CH:25]=[C:24]([CH3:26])[CH:23]=[C:22]([O:27]C)[C:17]=3[CH2:18][NH:19][C:20](=[O:21])[C:8]=2[CH:7]=[N:6][CH:5]=1)[CH3:2].Cl. Given the product [CH2:1]([N:3]([CH:29]1[CH2:30][CH2:31][O:32][CH2:33][CH2:34]1)[C:4]1[C:9]2[CH2:10][CH:11]=[CH:12][CH2:13][CH2:14][CH2:15][C:16]3[CH:25]=[C:24]([CH3:26])[CH2:23][C:22](=[O:27])[C:17]=3[CH2:18][NH:19][C:20](=[O:21])[C:8]=2[CH:7]=[N:6][CH:5]=1)[CH3:2], predict the reactants needed to synthesize it. (4) Given the product [Cl:23][C:20]1[CH:21]=[CH:22][C:17]([CH2:16][C:11]2([CH2:14][NH2:15])[CH2:12][CH2:13][NH:8][CH2:9][CH2:10]2)=[CH:18][CH:19]=1, predict the reactants needed to synthesize it. The reactants are: C(OC([N:8]1[CH2:13][CH2:12][C:11]([CH2:16][C:17]2[CH:22]=[CH:21][C:20]([Cl:23])=[CH:19][CH:18]=2)([C:14]#[N:15])[CH2:10][CH2:9]1)=O)(C)(C)C.Cl.